Dataset: Full USPTO retrosynthesis dataset with 1.9M reactions from patents (1976-2016). Task: Predict the reactants needed to synthesize the given product. (1) Given the product [Br:1][C:2]1[S:6][CH:5]=[C:4]([C:7]([N:20]2[CH2:21][CH2:22][CH2:23][C:18]([CH3:24])([CH3:17])[CH2:19]2)=[O:9])[CH:3]=1, predict the reactants needed to synthesize it. The reactants are: [Br:1][C:2]1[S:6][CH:5]=[C:4]([C:7]([OH:9])=O)[CH:3]=1.C(N(CC)CC)C.[CH3:17][C:18]1([CH3:24])[CH2:23][CH2:22][CH2:21][NH:20][CH2:19]1.CN(C(ON1N=NC2C=CC=NC1=2)=[N+](C)C)C.F[P-](F)(F)(F)(F)F. (2) The reactants are: [Na+].[I-:2].[N:3]1([C:14]([O:16][C:17]([CH3:20])([CH3:19])[CH3:18])=[O:15])[CH2:8][CH2:7][CH:6]([C:9]([O:11][CH2:12]Cl)=[O:10])[CH2:5][CH2:4]1. Given the product [N:3]1([C:14]([O:16][C:17]([CH3:20])([CH3:19])[CH3:18])=[O:15])[CH2:8][CH2:7][CH:6]([C:9]([O:11][CH2:12][I:2])=[O:10])[CH2:5][CH2:4]1, predict the reactants needed to synthesize it. (3) Given the product [Cl:5][CH2:6][CH2:7][C:8]([C:15]1[CH:16]=[CH:17][C:12]([F:11])=[CH:13][C:14]=1[F:18])=[O:9], predict the reactants needed to synthesize it. The reactants are: [Cl-].[Al+3].[Cl-].[Cl-].[Cl:5][CH2:6][CH2:7][C:8](Cl)=[O:9].[F:11][C:12]1[CH:17]=[CH:16][CH:15]=[C:14]([F:18])[CH:13]=1.